This data is from Forward reaction prediction with 1.9M reactions from USPTO patents (1976-2016). The task is: Predict the product of the given reaction. (1) Given the reactants [CH3:1][C:2]1[S:6][C:5](B(O)O)=[CH:4][CH:3]=1.[Cl:10][C:11]1[N:16]=[C:15](Cl)[CH:14]=[CH:13][N:12]=1.C([O-])([O-])=O.[Na+].[Na+].CC#N, predict the reaction product. The product is: [Cl:10][C:11]1[N:16]=[C:15]([C:5]2[S:6][C:2]([CH3:1])=[CH:3][CH:4]=2)[CH:14]=[CH:13][N:12]=1. (2) Given the reactants [Br:1][C:2]1[N:6]2[N:7]=[C:8](Cl)[CH:9]=[CH:10][C:5]2=[N:4][CH:3]=1.[CH2:12]([NH2:15])[CH:13]=[CH2:14], predict the reaction product. The product is: [CH2:12]([NH:15][C:8]1[CH:9]=[CH:10][C:5]2[N:6]([C:2]([Br:1])=[CH:3][N:4]=2)[N:7]=1)[CH:13]=[CH2:14]. (3) Given the reactants [F:1][C:2]([F:11])([F:10])[C:3]1[CH:9]=[CH:8][C:6]([NH2:7])=[CH:5][CH:4]=1.[C:12]([N:18]1[CH2:22][CH2:21][O:20][C:19]1=[O:23])(=[O:17])[CH:13]=[CH:14][CH2:15][CH3:16].[Cl-].[NH4+], predict the reaction product. The product is: [F:1][C:2]([F:10])([F:11])[C:3]1[CH:9]=[CH:8][C:6]([NH:7][CH:14]([CH2:15][CH3:16])[CH2:13][C:12]([N:18]2[CH2:22][CH2:21][O:20][C:19]2=[O:23])=[O:17])=[CH:5][CH:4]=1. (4) The product is: [C:1]([C:3]1[CH:4]=[C:5]([C:13]2[S:17][C:16]([C:18]3[C:19]([CH2:32][CH3:33])=[C:20]([CH2:24][CH2:25][CH2:26][C:27]([OH:29])=[O:28])[CH:21]=[CH:22][CH:23]=3)=[N:15][N:14]=2)[CH:6]=[CH:7][C:8]=1[O:9][CH:10]([CH3:12])[CH3:11])#[N:2]. Given the reactants [C:1]([C:3]1[CH:4]=[C:5]([C:13]2[S:17][C:16]([C:18]3[C:19]([CH2:32][CH3:33])=[C:20]([CH2:24][CH2:25][CH2:26][C:27]([O:29]CC)=[O:28])[CH:21]=[CH:22][CH:23]=3)=[N:15][N:14]=2)[CH:6]=[CH:7][C:8]=1[O:9][CH:10]([CH3:12])[CH3:11])#[N:2].[OH-].[Na+].Cl, predict the reaction product.